Dataset: Forward reaction prediction with 1.9M reactions from USPTO patents (1976-2016). Task: Predict the product of the given reaction. (1) Given the reactants CS(OCC1C(C2C=NC(C)=CC=2)=CSC=1C(F)(F)F)(=O)=O.FC1C=C(O)C=C(F)C=1CCC(OCC)=O.[F:39][C:40]1[CH:41]=[C:42]([CH2:65][CH2:66][C:67]([O:69]CC)=[O:68])[CH:43]=[C:44]([F:64])[C:45]=1[O:46][CH2:47][C:48]1[C:52]([C:53]2[CH:54]=[N:55][C:56]([CH3:59])=[CH:57][CH:58]=2)=[CH:51][S:50][C:49]=1[C:60]([F:63])([F:62])[F:61], predict the reaction product. The product is: [F:64][C:44]1[CH:43]=[C:42]([CH2:65][CH2:66][C:67]([OH:69])=[O:68])[CH:41]=[C:40]([F:39])[C:45]=1[O:46][CH2:47][C:48]1[C:52]([C:53]2[CH:54]=[N:55][C:56]([CH3:59])=[CH:57][CH:58]=2)=[CH:51][S:50][C:49]=1[C:60]([F:62])([F:63])[F:61]. (2) Given the reactants Cl.CS(O[CH2:7][C@H:8]([NH2:36])[CH2:9][O:10][C:11]1[CH:12]=[N:13][CH:14]=[C:15]([C:17]2[CH:18]=[C:19]3[C:24](=[C:25]([NH2:27])[N:26]=2)[CH:23]=[N:22][C:21]2[CH:28]=[C:29]([O:34][CH3:35])[C:30]([O:32][CH3:33])=[CH:31][C:20]3=2)[CH:16]=1)(=O)=O.[CH3:37][NH:38][CH2:39][C:40]1[CH:41]=[N:42][CH:43]=[CH:44][CH:45]=1.[I-].[Na+].C(N(C(C)C)CC)(C)C, predict the reaction product. The product is: [NH2:27][C:25]1[N:26]=[C:17]([C:15]2[CH:16]=[C:11]([O:10][CH2:9][C@@H:8]([NH2:36])[CH2:7][N:38]([CH3:37])[CH2:39][C:40]3[CH:41]=[N:42][CH:43]=[CH:44][CH:45]=3)[CH:12]=[N:13][CH:14]=2)[CH:18]=[C:19]2[C:24]=1[CH:23]=[N:22][C:21]1[CH:28]=[C:29]([O:34][CH3:35])[C:30]([O:32][CH3:33])=[CH:31][C:20]2=1. (3) The product is: [CH:1]([NH:4][N:5]1[C:17]2[C:16]3[CH:15]=[CH:14][CH:13]=[CH:12][C:11]=3[N:10]=[CH:9][C:8]=2[N:7]=[C:6]1[CH3:18])([CH3:3])[CH3:2]. Given the reactants [C:1](=[N:4][N:5]1[C:17]2[C:16]3[CH:15]=[CH:14][CH:13]=[CH:12][C:11]=3[N:10]=[CH:9][C:8]=2[N:7]=[C:6]1[CH3:18])([CH3:3])[CH3:2].[BH4-].[Na+], predict the reaction product. (4) Given the reactants Br[C:2]1[CH:3]=[C:4]2[C:9](=[CH:10][CH:11]=1)[C:8]([NH:12][CH2:13][CH2:14][N:15]([CH3:17])[CH3:16])=[N:7][N:6]=[CH:5]2.C([O-])(=O)C.[K+].B1(B2OC(C)(C)C(C)(C)O2)OC(C)(C)C(C)(C)O1.Br[C:42]1[CH:43]=[C:44]([CH:51]=[CH:52][C:53]=1[CH3:54])[C:45]([NH:47][CH:48]1[CH2:50][CH2:49]1)=[O:46].C(=O)([O-])[O-].[Na+].[Na+].O, predict the reaction product. The product is: [CH:48]1([NH:47][C:45](=[O:46])[C:44]2[CH:51]=[CH:52][C:53]([CH3:54])=[C:42]([C:2]3[CH:3]=[C:4]4[C:9](=[CH:10][CH:11]=3)[C:8]([NH:12][CH2:13][CH2:14][N:15]([CH3:17])[CH3:16])=[N:7][N:6]=[CH:5]4)[CH:43]=2)[CH2:49][CH2:50]1. (5) Given the reactants Cl[C:2]1[CH:7]=[C:6]([C:8]2[CH:13]=[CH:12][CH:11]=[CH:10][CH:9]=2)[N:5]=[C:4]([NH2:14])[N:3]=1.[Cl:15][C:16]1[CH:21]=[CH:20][C:19]([NH2:22])=[CH:18][CH:17]=1, predict the reaction product. The product is: [Cl:15][C:16]1[CH:21]=[CH:20][C:19]([NH:22][C:2]2[CH:7]=[C:6]([C:8]3[CH:13]=[CH:12][CH:11]=[CH:10][CH:9]=3)[N:5]=[C:4]([NH2:14])[N:3]=2)=[CH:18][CH:17]=1. (6) The product is: [CH3:1][O:2][C:3]([C:5]1[C:10]([O:11][CH2:12][C:13]2[CH:18]=[CH:17][CH:16]=[CH:15][CH:14]=2)=[C:9]([O:19][CH3:20])[CH:8]=[C:7]([C:27]2[O:28][CH:29]=[CH:30][CH:31]=2)[N:6]=1)=[O:4]. Given the reactants [CH3:1][O:2][C:3]([C:5]1[C:10]([O:11][CH2:12][C:13]2[CH:18]=[CH:17][CH:16]=[CH:15][CH:14]=2)=[C:9]([O:19][CH3:20])[CH:8]=[C:7](Br)[N:6]=1)=[O:4].C([Sn](CCCC)(CCCC)[C:27]1[O:28][CH:29]=[CH:30][CH:31]=1)CCC, predict the reaction product. (7) Given the reactants [Cl:1][C:2]1[CH:7]=[C:6]([Cl:8])[CH:5]=[CH:4][C:3]=1[C:9]1[C:29](=[O:30])[N:28]([CH3:31])[C:12]2[N:13]([CH3:27])[C:14]3[C:19]([C:11]=2[CH:10]=1)=[CH:18][C:17]([C:20]1[S:21][CH:22]=[C:23]([CH2:25][OH:26])[N:24]=1)=[CH:16][CH:15]=3.I[CH3:33], predict the reaction product. The product is: [Cl:1][C:2]1[CH:7]=[C:6]([Cl:8])[CH:5]=[CH:4][C:3]=1[C:9]1[C:29](=[O:30])[N:28]([CH3:31])[C:12]2[N:13]([CH3:27])[C:14]3[C:19]([C:11]=2[CH:10]=1)=[CH:18][C:17]([C:20]1[S:21][CH:22]=[C:23]([CH2:25][O:26][CH3:33])[N:24]=1)=[CH:16][CH:15]=3.